This data is from Experimentally validated miRNA-target interactions with 360,000+ pairs, plus equal number of negative samples. The task is: Binary Classification. Given a miRNA mature sequence and a target amino acid sequence, predict their likelihood of interaction. (1) The miRNA is hsa-miR-7110-5p with sequence UGGGGGUGUGGGGAGAGAGAG. The protein sequence of the target gene is MSFKRPCPLARYNRTSYFYPTTFSESSEHSHLLVSPVLVASAVIGVVITLSCITIIVGSIRRDRQARIQRHHHRHRRHHHHHRHRRRRHREYASGGHTHSRSSPRMPYACSPAEDWPPPLDVSSEGDVDVTVLWELYPDSPPGYEECMGPGATQLYVPTDAPPPYSMTDSCPRLNGALDSDSGQSRSHRQQEQRTQGQSRLHTVSMDTLPPYEAVCGTGSPSDLLPLPGPEPWPSNSQGSPIPTQAPMPSPERIV. Result: 0 (no interaction). (2) The protein sequence of the target gene is MKPSHSSCEAAPLLPNMAETHYAPLSSAFPFVTSYQTGSSRLPEVSRSTERALREGKLLELVYGIKETVATLSQIPVSIFVTGDSGNGMSSFINALRVIGHDEDASAPTGVVRTTKTRTEYSSSHFPNVVLWDLPGLGATAQTVEDYVEEMKFSTCDLFIIIASEQFSSNHVKLSKIIQSMGKRFYIVWTKLDRDLSTSVLSEVRLLQNIQENIRENLQKEKVKYPPVFLVSSLDPLLYDFPKLRDTLHKDLSNIRCCEPLKTLYGTYEKIVGDKVAVWKQRIANESLKNSLGVRDDDNM.... The miRNA is hsa-miR-425-5p with sequence AAUGACACGAUCACUCCCGUUGA. Result: 0 (no interaction). (3) The miRNA is hsa-miR-606 with sequence AAACUACUGAAAAUCAAAGAU. The protein sequence of the target gene is MAPWTLWRCCQRVVGWVPVLFITFVVVWSYYAYVVELCVFTIFGNEENGKTVVYLVAFHLFFVMFVWSYWMTIFTSPASPSKEFYLSNSEKERYEKEFSQERQQEILRRAARALPIYTTSASKTIRYCEKCQLIKPDRAHHCSACDSCILKMDHHCPWVNNCVGFSNYKFFLLFLLYSLLYCLFVAATVLEYFIKFWTNELTDTRAKFHVLFLFFVSAMFFISVLSLFSYHCWLVGKNRTTIESFRAPTFSYGPDGNGFSLGCSKNWRQVFGDEKKYWLLPIFSSLGDGCSFPTRLVGMD.... Result: 0 (no interaction). (4) The miRNA is hsa-miR-4423-5p with sequence AGUUGCCUUUUUGUUCCCAUGC. The protein sequence of the target gene is MSSKVSRDTLYEAVREVLHGNQRKRRKFLETVELQISLKNYDPQKDKRFSGTVRLKSTPRPKFSVCVLGDQQHCDEAKAVDIPHMDIEALKKLNKNKKLVKKLAKKYDAFLASESLIKQIPRILGPGLNKAGKFPSLLTHNENMVAKVDEVKSTIKFQMKKVLCLAVAVGHVKMTDDELVYNIHLAVNFLVSLLKKNWQNVRALYIKSTMGKPQRLY. Result: 1 (interaction).